Dataset: Forward reaction prediction with 1.9M reactions from USPTO patents (1976-2016). Task: Predict the product of the given reaction. (1) Given the reactants [F:1][C:2]1[CH:7]=[C:6]([F:8])[CH:5]=[CH:4][C:3]=1[C:9]1[S:10][CH:11]=[C:12](C(O)=O)[N:13]=1.C1(P(N=[N+]=[N-])(C2C=CC=CC=2)=[O:24])C=CC=CC=1.C([N:36]([CH2:39]C)CC)C.[C:41]([OH:45])([CH3:44])([CH3:43])[CH3:42], predict the reaction product. The product is: [C:41]([O:45][C:39](=[O:24])[NH:36][C:12]1[N:13]=[C:9]([C:3]2[CH:4]=[CH:5][C:6]([F:8])=[CH:7][C:2]=2[F:1])[S:10][CH:11]=1)([CH3:44])([CH3:43])[CH3:42]. (2) Given the reactants Br[C:2]1[CH:3]=[CH:4][C:5]2[N:6]([CH2:15][CH2:16][O:17][CH2:18][CH2:19][O:20][CH3:21])[C:7]3[C:12]([C:13]=2[CH:14]=1)=[CH:11][CH:10]=[CH:9][CH:8]=3.[Li]CCCC.CN([CH:30]=[O:31])C, predict the reaction product. The product is: [CH3:21][O:20][CH2:19][CH2:18][O:17][CH2:16][CH2:15][N:6]1[C:5]2[CH:4]=[CH:3][C:2]([CH:30]=[O:31])=[CH:14][C:13]=2[C:12]2[C:7]1=[CH:8][CH:9]=[CH:10][CH:11]=2. (3) Given the reactants [F:1][C:2]([F:7])([F:6])[C:3]([OH:5])=[O:4].[F:8][C:9]([F:14])([F:13])[C:10]([OH:12])=[O:11].FC(F)(F)C(O)=O.[Cl:22][C:23]1[CH:24]=[N:25][C:26]2[NH:27][C:28]3[CH:29]=[N:30][CH:31]=[C:32]([CH:54]=3)[CH2:33][CH2:34][C:35]3[CH:43]=[C:39]([NH:40][C:41]=1[N:42]=2)[CH:38]=[CH:37][C:36]=3[NH:44][C:45](=[O:53])[CH2:46][CH:47]1[CH2:52][CH2:51][NH:50][CH2:49][CH2:48]1.[O:55]1[N:59]=[CH:58][C:57]([C:60](Cl)=[O:61])=[N:56]1, predict the reaction product. The product is: [F:1][C:2]([F:7])([F:6])[C:3]([OH:5])=[O:4].[F:8][C:9]([F:14])([F:13])[C:10]([OH:12])=[O:11].[Cl:22][C:23]1[CH:24]=[N:25][C:26]2[NH:27][C:28]3[CH:29]=[N:30][CH:31]=[C:32]([CH:54]=3)[CH2:33][CH2:34][C:35]3[CH:43]=[C:39]([NH:40][C:41]=1[N:42]=2)[CH:38]=[CH:37][C:36]=3[NH:44][C:45](=[O:53])[CH2:46][CH:47]1[CH2:52][CH2:51][N:50]([C:60]([C:57]2[CH:58]=[N:59][O:55][N:56]=2)=[O:61])[CH2:49][CH2:48]1. (4) Given the reactants [CH3:1][N:2]([C:4]([N:6]1[CH2:11][CH2:10][N:9](C(OC(C)(C)C)=O)[CH2:8][CH2:7]1)=S)[NH2:3].Br[CH2:20][C:21]([C:23]1[CH:28]=[CH:27][C:26]([F:29])=[CH:25][CH:24]=1)=O.Cl, predict the reaction product. The product is: [F:29][C:26]1[CH:27]=[CH:28][C:23]([C:21]2[CH:20]=[C:4]([N:6]3[CH2:7][CH2:8][NH:9][CH2:10][CH2:11]3)[N:2]([CH3:1])[N:3]=2)=[CH:24][CH:25]=1. (5) Given the reactants [OH:1][P:2]([O-:5])([O-:4])=[O:3].[K+:6].[K+].[OH:8][P:9]([O-:12])([OH:11])=[O:10].[K+], predict the reaction product. The product is: [OH:3][P:2]([O-:5])([O-:4])=[O:1].[K+:6].[K+:6].[OH:10][P:9]([O-:12])([OH:11])=[O:8].[K+:6]. (6) The product is: [F:8][C:9]([F:20])([F:19])[C:10]([NH:1][C:2]12[CH2:6][C:4]([OH:7])([CH2:5]1)[CH2:3]2)=[O:11]. Given the reactants [NH2:1][C:2]12[CH2:6][C:4]([OH:7])([CH2:5]1)[CH2:3]2.[F:8][C:9]([F:20])([F:19])[C:10](O[C:10](=[O:11])[C:9]([F:20])([F:19])[F:8])=[O:11], predict the reaction product. (7) Given the reactants OC(C(F)(F)F)=O.[Cl:8][C:9]1[CH:10]=[C:11]([C@@H:24]([NH:29][C:30](=[O:50])[CH2:31][NH:32][C:33](=[O:49])[C:34]2[CH:39]=[C:38]([NH:40][C:41]3[NH:42][CH2:43][CH:44]([OH:47])[CH2:45][N:46]=3)[CH:37]=[C:36]([OH:48])[CH:35]=2)[CH2:25][C:26]([OH:28])=[O:27])[CH:12]=[C:13]([C:15]2([CH2:21][O:22]C)[CH2:20][CH2:19][O:18][CH2:17][CH2:16]2)[CH:14]=1.C1OCCOCCOCCOCCOC1.[I-].[Na+].C(=O)=O.CC#N.B(Br)(Br)Br, predict the reaction product. The product is: [Cl:8][C:9]1[CH:10]=[C:11]([C@@H:24]([NH:29][C:30](=[O:50])[CH2:31][NH:32][C:33](=[O:49])[C:34]2[CH:39]=[C:38]([NH:40][C:41]3[NH:46][CH2:45][CH:44]([OH:47])[CH2:43][N:42]=3)[CH:37]=[C:36]([OH:48])[CH:35]=2)[CH2:25][C:26]([OH:28])=[O:27])[CH:12]=[C:13]([C:15]2([CH2:21][OH:22])[CH2:20][CH2:19][O:18][CH2:17][CH2:16]2)[CH:14]=1. (8) Given the reactants [CH2:1]([O:8][C:9]1[CH:10]=[C:11]2[C:16](=[CH:17][CH:18]=1)[C:15](=[O:19])[N:14]([CH2:20][CH:21]([CH3:23])[CH3:22])[C:13]([C:24](O)=[O:25])=[C:12]2[O:27][CH2:28][CH2:29][CH2:30][CH3:31])[C:2]1[CH:7]=[CH:6][CH:5]=[CH:4][CH:3]=1.C(Cl)(=O)C(Cl)=O.[BH4-].[Na+].Cl, predict the reaction product. The product is: [CH2:1]([O:8][C:9]1[CH:10]=[C:11]2[C:16](=[CH:17][CH:18]=1)[C:15](=[O:19])[N:14]([CH2:20][CH:21]([CH3:23])[CH3:22])[C:13]([CH2:24][OH:25])=[C:12]2[O:27][CH2:28][CH2:29][CH2:30][CH3:31])[C:2]1[CH:3]=[CH:4][CH:5]=[CH:6][CH:7]=1. (9) Given the reactants [CH2:1]([O:8][C:9]1[CH:36]=[CH:35][C:12]([C:13]([NH:15][C:16]2[C:17](Cl)=[CH:18][C:19]([O:22][CH2:23][C@@H:24]([NH:26][C:27](=[O:33])[O:28][C:29]([CH3:32])([CH3:31])[CH3:30])[CH3:25])=[N:20][CH:21]=2)=[O:14])=[CH:11][CH:10]=1)[C:2]1[CH:7]=[CH:6][CH:5]=[CH:4][CH:3]=1.C(=O)([O-])[O-].[K+].[K+].C(OCC)(=O)C, predict the reaction product. The product is: [CH2:1]([O:8][C:9]1[CH:36]=[CH:35][C:12]([C:13]2[O:14][C:17]3[CH:18]=[C:19]([O:22][CH2:23][C@@H:24]([NH:26][C:27](=[O:33])[O:28][C:29]([CH3:32])([CH3:31])[CH3:30])[CH3:25])[N:20]=[CH:21][C:16]=3[N:15]=2)=[CH:11][CH:10]=1)[C:2]1[CH:7]=[CH:6][CH:5]=[CH:4][CH:3]=1.